Dataset: Forward reaction prediction with 1.9M reactions from USPTO patents (1976-2016). Task: Predict the product of the given reaction. (1) Given the reactants O1CCOCC1.Cl.[CH:8]1(/[CH:13]=[C:14](/[C:23]2[N:28]=[C:27]([O:29]C)[C:26]([CH:31]3[CH2:33][CH2:32]3)=[CH:25][CH:24]=2)\[C:15]2[CH:20]=[CH:19][C:18]([S:21][CH3:22])=[CH:17][CH:16]=2)[CH2:12][CH2:11][CH2:10][CH2:9]1, predict the reaction product. The product is: [CH:8]1(/[CH:13]=[C:14](/[C:23]2[NH:28][C:27](=[O:29])[C:26]([CH:31]3[CH2:33][CH2:32]3)=[CH:25][CH:24]=2)\[C:15]2[CH:20]=[CH:19][C:18]([S:21][CH3:22])=[CH:17][CH:16]=2)[CH2:9][CH2:10][CH2:11][CH2:12]1. (2) Given the reactants [Br:1][C:2]1[C:13]2[C:5](=[CH:6][C:7]([C:16]3[CH:21]=[CH:20][CH:19]=[CH:18][C:17]=3[Cl:22])=[C:8]3[C:12]=2[C:11](=[O:14])[NH:10][C:9]3=[O:15])[N:4]([CH2:23][CH2:24][CH2:25]Br)[CH:3]=1.[Br-].[CH3:28][C@H:29]1[CH2:34][NH:33][CH2:32][C@@H:31]([CH3:35])[NH:30]1, predict the reaction product. The product is: [Br:1][C:2]1[C:13]2[C:5](=[CH:6][C:7]([C:16]3[CH:21]=[CH:20][CH:19]=[CH:18][C:17]=3[Cl:22])=[C:8]3[C:12]=2[C:11](=[O:14])[NH:10][C:9]3=[O:15])[N:4]([CH2:23][CH2:24][CH2:25][N:33]2[CH2:32][C@H:31]([CH3:35])[NH:30][C@H:29]([CH3:28])[CH2:34]2)[CH:3]=1. (3) Given the reactants C[O:2][CH:3](OC)[C:4]1[C:9]([CH3:10])=[CH:8][N:7]=[C:6]([O:11][CH2:12][CH2:13][CH2:14][CH2:15][CH:16]2[CH2:21][CH2:20][N:19]([CH3:22])[CH2:18][CH2:17]2)[CH:5]=1.Cl, predict the reaction product. The product is: [CH3:10][C:9]1[C:4]([CH:3]=[O:2])=[CH:5][C:6]([O:11][CH2:12][CH2:13][CH2:14][CH2:15][CH:16]2[CH2:17][CH2:18][N:19]([CH3:22])[CH2:20][CH2:21]2)=[N:7][CH:8]=1.